From a dataset of Forward reaction prediction with 1.9M reactions from USPTO patents (1976-2016). Predict the product of the given reaction. (1) Given the reactants C(OC([N:8]1[CH2:13][CH2:12][CH:11]([NH:14][CH2:15][C:16]2[CH:21]=[CH:20][C:19]([N+:22]([O-:24])=[O:23])=[CH:18][CH:17]=2)[CH2:10][CH2:9]1)=O)(C)(C)C.Cl, predict the reaction product. The product is: [N+:22]([C:19]1[CH:18]=[CH:17][C:16]([CH2:15][NH:14][CH:11]2[CH2:10][CH2:9][NH:8][CH2:13][CH2:12]2)=[CH:21][CH:20]=1)([O-:24])=[O:23]. (2) Given the reactants [N+:1]([O-:4])([O-])=[O:2].[Na+].[CH3:6][C:7]1[C:15]([CH3:17])([CH3:16])[C:14]2[C:9](=[CH:10][CH:11]=[CH:12][CH:13]=2)[N:8]=1.[OH-].[Na+], predict the reaction product. The product is: [N+:1]([C:12]1[CH:13]=[C:14]2[C:9](=[CH:10][CH:11]=1)[N:8]=[C:7]([CH3:6])[C:15]2([CH3:17])[CH3:16])([O-:4])=[O:2]. (3) Given the reactants [F:1][C:2]([F:20])([F:19])[C:3]1[S:7][CH:6]=[N:5][C:4]=1[C:8]1[N:13]=[C:12]2[N:14]=[CH:15][CH:16]=[C:17]([NH2:18])[C:11]2=[N:10][CH:9]=1.Cl[C:22]1[CH:27]=[CH:26][C:25]([C:28]([F:31])([F:30])[F:29])=[CH:24][N:23]=1.C([O-])([O-])=O.[Cs+].[Cs+].CC1(C)C2C(=C(P(C3C=CC=CC=3)C3C=CC=CC=3)C=CC=2)OC2C(P(C3C=CC=CC=3)C3C=CC=CC=3)=CC=CC1=2, predict the reaction product. The product is: [F:29][C:28]([F:31])([F:30])[C:25]1[CH:26]=[CH:27][C:22]([NH:18][C:17]2[C:11]3[C:12](=[N:13][C:8]([C:4]4[N:5]=[CH:6][S:7][C:3]=4[C:2]([F:1])([F:19])[F:20])=[CH:9][N:10]=3)[N:14]=[CH:15][CH:16]=2)=[N:23][CH:24]=1. (4) Given the reactants I[C:2]1[CH:7]=[CH:6][N:5]=[C:4]2[NH:8][CH:9]=[CH:10][C:3]=12.O.[NH4+].[Cl-].[NH4+].[OH-].[CH3:16][N:17](C=O)C, predict the reaction product. The product is: [NH:8]1[C:4]2[N:5]=[CH:6][CH:7]=[C:2]([C:16]#[N:17])[C:3]=2[CH:10]=[CH:9]1. (5) The product is: [ClH:44].[C:26]([C:25]1[N:16]([CH2:15][C:12]2[CH:11]=[CH:10][C:9]([CH2:8][NH2:7])=[CH:14][CH:13]=2)[C:17](=[O:36])[C:18]2[C:23]([C:24]=1[C:29]1[CH:30]=[CH:31][CH:32]=[CH:33][CH:34]=1)=[CH:22][C:21]([Br:35])=[CH:20][CH:19]=2)(=[O:28])[CH3:27]. Given the reactants C(OC(=O)[NH:7][CH2:8][C:9]1[CH:14]=[CH:13][C:12]([CH2:15][N:16]2[C:25]([C:26](=[O:28])[CH3:27])=[C:24]([C:29]3[CH:34]=[CH:33][CH:32]=[CH:31][CH:30]=3)[C:23]3[C:18](=[CH:19][CH:20]=[C:21]([Br:35])[CH:22]=3)[C:17]2=[O:36])=[CH:11][CH:10]=1)(C)(C)C.C(OC(=O)C)C.[ClH:44], predict the reaction product.